Dataset: Catalyst prediction with 721,799 reactions and 888 catalyst types from USPTO. Task: Predict which catalyst facilitates the given reaction. Reactant: [NH2:1][C:2]1[NH:21][C:5]2=[CH:6][C:7]3[C:8]([CH3:20])([CH3:19])[C:9](=[O:18])[N:10]([CH2:13][CH2:14][CH2:15][CH2:16][CH3:17])[C:11]=3[CH:12]=[C:4]2[N:3]=1.[C:22]1([N:28]=[C:29]=[O:30])[CH:27]=[CH:26][CH:25]=[CH:24][CH:23]=1. Product: [CH3:19][C:8]1([CH3:20])[C:7]2[CH:6]=[C:5]3[NH:21][C:2]([NH:1][C:29]([NH:28][C:22]4[CH:27]=[CH:26][CH:25]=[CH:24][CH:23]=4)=[O:30])=[N:3][C:4]3=[CH:12][C:11]=2[N:10]([CH2:13][CH2:14][CH2:15][CH2:16][CH3:17])[C:9]1=[O:18]. The catalyst class is: 21.